This data is from Catalyst prediction with 721,799 reactions and 888 catalyst types from USPTO. The task is: Predict which catalyst facilitates the given reaction. (1) Product: [CH:22]([OH:24])=[O:23].[Cl:1][C:2]1[CH:3]=[C:4]2[C:9](=[CH:10][CH:11]=1)[CH:8]=[C:7]([S:12]([N:15]([C@H:16]1[CH2:20][CH2:19][N:18]([C@@H:21]([CH3:29])[C:22]([N:54]3[CH2:52][CH2:51][O:50][CH2:47][CH2:48]3)=[O:23])[C:17]1=[O:30])[CH2:33][CH2:34][N:35]1[CH2:40][CH2:39][O:38][CH2:37][CH2:36]1)(=[O:13])=[O:14])[CH:6]=[CH:5]2. Reactant: [Cl:1][C:2]1[CH:3]=[C:4]2[C:9](=[CH:10][CH:11]=1)[CH:8]=[C:7]([S:12]([NH:15][C@@H:16]1[CH2:20][CH2:19][N:18]([C@H:21]([CH3:29])[C:22]([O:24]C(C)(C)C)=[O:23])[C:17]1=[O:30])(=[O:14])=[O:13])[CH:6]=[CH:5]2.Cl.Cl[CH2:33][CH2:34][N:35]1[CH2:40][CH2:39][O:38][CH2:37][CH2:36]1.C(=O)([O-])[O-].[K+].[K+].[C:47]([O:50][CH2:51][CH3:52])(=O)[CH3:48].C[N:54](C=O)C. The catalyst class is: 6. (2) Reactant: [NH2:1][C:2]1[CH:3]=[C:4]([CH:8]=[C:9]([CH:11]=[C:12]([CH3:14])[CH3:13])[CH:10]=1)[C:5]([OH:7])=[O:6]. Product: [NH2:1][C:2]1[CH:3]=[C:4]([CH:8]=[C:9]([CH2:11][CH:12]([CH3:14])[CH3:13])[CH:10]=1)[C:5]([OH:7])=[O:6]. The catalyst class is: 19. (3) Reactant: [Br:1][C:2]1[C:3](F)=[C:4]2[C:10]([NH:11][C:12]([C@@H:14]3[CH2:18][CH2:17][CH2:16][O:15]3)=[O:13])=[CH:9][NH:8][C:5]2=[N:6][CH:7]=1.[NH:20]1[CH2:25][CH2:24][CH2:23][C@@H:22]([NH:26][C:27](=[O:33])[O:28][C:29]([CH3:32])([CH3:31])[CH3:30])[CH2:21]1.C(N(C(C)C)C(C)C)C. Product: [Br:1][C:2]1[C:3]([N:20]2[CH2:25][CH2:24][CH2:23][C@@H:22]([NH:26][C:27](=[O:33])[O:28][C:29]([CH3:31])([CH3:30])[CH3:32])[CH2:21]2)=[C:4]2[C:10]([NH:11][C:12]([C@@H:14]3[CH2:18][CH2:17][CH2:16][O:15]3)=[O:13])=[CH:9][NH:8][C:5]2=[N:6][CH:7]=1. The catalyst class is: 114. (4) Reactant: [CH2:1]([NH:8][CH2:9][C:10]1[CH:15]=[CH:14][CH:13]=[CH:12][CH:11]=1)[C:2]1[CH:7]=[CH:6][CH:5]=[CH:4][CH:3]=1.C([Li])CCC.[CH3:21][O:22][C:23](=[O:36])[CH:24]=[CH:25][C:26]1[CH:31]=[CH:30][C:29]([O:32][CH3:33])=[C:28]([O:34][CH3:35])[CH:27]=1. Product: [CH3:21][O:22][C:23](=[O:36])[CH2:24][CH:25]([N:8]([CH2:1][C:2]1[CH:7]=[CH:6][CH:5]=[CH:4][CH:3]=1)[CH2:9][C:10]1[CH:15]=[CH:14][CH:13]=[CH:12][CH:11]=1)[C:26]1[CH:31]=[CH:30][C:29]([O:32][CH3:33])=[C:28]([O:34][CH3:35])[CH:27]=1. The catalyst class is: 7. (5) Reactant: [CH2:1]([O:5][C:6]1[N:14]=[C:13]2[C:9]([NH:10][C:11](=[O:36])[N:12]2[CH2:15][C:16]2[CH:21]=[CH:20][C:19]([O:22][CH2:23][CH2:24][CH2:25][CH2:26][N:27]3[CH2:32][CH2:31][CH:30]([C:33]([OH:35])=[O:34])[CH2:29][CH2:28]3)=[CH:18][CH:17]=2)=[C:8]([NH2:37])[N:7]=1)[CH2:2][CH2:3][CH3:4].[CH3:38][N:39]([CH3:45])[CH2:40][CH2:41][CH2:42][CH2:43]O.ON1C2C=CC=CC=2N=N1.Cl.C(N=C=NCCCN(C)C)C. Product: [CH2:1]([O:5][C:6]1[N:14]=[C:13]2[C:9]([NH:10][C:11](=[O:36])[N:12]2[CH2:15][C:16]2[CH:17]=[CH:18][C:19]([O:22][CH2:23][CH2:24][CH2:25][CH2:26][N:27]3[CH2:28][CH2:29][CH:30]([C:33]([O:35][CH2:43][CH2:42][CH2:41][CH2:40][N:39]([CH3:45])[CH3:38])=[O:34])[CH2:31][CH2:32]3)=[CH:20][CH:21]=2)=[C:8]([NH2:37])[N:7]=1)[CH2:2][CH2:3][CH3:4]. The catalyst class is: 3.